Dataset: Experimental lipophilicity measurements (octanol/water distribution) for 4,200 compounds from AstraZeneca. Task: Regression/Classification. Given a drug SMILES string, predict its absorption, distribution, metabolism, or excretion properties. Task type varies by dataset: regression for continuous measurements (e.g., permeability, clearance, half-life) or binary classification for categorical outcomes (e.g., BBB penetration, CYP inhibition). For this dataset (lipophilicity_astrazeneca), we predict Y. (1) The drug is O=C(c1ccc(C(=C2CCN(Cc3cscn3)CC2)c2cccc3cccnc23)cc1)N1CCC1. The Y is 2.52 logD. (2) The drug is COc1ccccc1-c1coc2cc(O)ccc2c1=O. The Y is 2.55 logD. (3) The Y is 2.15 logD. The molecule is CN(CCOc1ccc(C[C@H](Nc2ccccc2C(=O)c2ccccc2)C(=O)O)cc1)c1ccccn1. (4) The compound is CNC(=O)c1ccc(Nc2nccc(-c3cnc(C)n3C(C)C)n2)cc1. The Y is 2.69 logD. (5) The compound is O=c1[nH]c([C@@H]2CCCN2)nc2c1oc1ccc(Cl)cc12. The Y is 2.01 logD. (6) The drug is COc1cc(C(=O)NS(=O)(=O)c2ccccc2)ccc1Cn1ncc2ccc(NC(=O)CC3CCCC3)cc21. The Y is 1.60 logD. (7) The compound is CS(=O)(=O)N1CCN(Cc2cc3nc(-c4cccc5[nH]ncc45)nc(N4CCOCC4)c3s2)CC1. The Y is 3.30 logD. (8) The drug is N=C(N)c1cc2c(-c3ccccc3)cccc2s1. The Y is 1.27 logD.